The task is: Predict the reactants needed to synthesize the given product.. This data is from Full USPTO retrosynthesis dataset with 1.9M reactions from patents (1976-2016). The reactants are: [N+:1]([C:4]1[CH:18]=[CH:17][CH:16]=[CH:15][C:5]=1[NH:6][C:7]1[S:8][C:9]([CH3:14])=[CH:10][C:11]=1[C:12]#[N:13])([O-])=O. Given the product [NH2:1][C:4]1[CH:18]=[CH:17][CH:16]=[CH:15][C:5]=1[NH:6][C:7]1[S:8][C:9]([CH3:14])=[CH:10][C:11]=1[C:12]#[N:13], predict the reactants needed to synthesize it.